Predict the product of the given reaction. From a dataset of Forward reaction prediction with 1.9M reactions from USPTO patents (1976-2016). (1) Given the reactants [Cl:1][C:2]1[CH:10]=[N:9][CH:8]=[CH:7][C:3]=1[C:4]([OH:6])=O.F[P-](F)(F)(F)(F)F.C[N:19](C(=[N+](C)C)ON1C2=NC=CC=C2N=N1)C.C(N(C(C)C)C(C)C)C.[F:44][C:45]1[CH:46]=[N:47][CH:48]=[CH:49][C:50]=1[C:51]1[C:52]([C:59]2[CH:60]=[N:61][CH:62]=[CH:63][CH:64]=2)=[N:53][C:54]([NH2:58])=[C:55](N)[CH:56]=1, predict the reaction product. The product is: [NH2:58][C:54]1([NH:19][C:4](=[O:6])[C:3]2[CH:7]=[CH:8][N:9]=[CH:10][C:2]=2[Cl:1])[NH:53][C:52]([C:59]2[CH:60]=[N:61][CH:62]=[CH:63][CH:64]=2)=[C:51]([C:50]2[CH:49]=[CH:48][N:47]=[CH:46][C:45]=2[F:44])[CH:56]=[CH:55]1. (2) Given the reactants [OH:1][NH:2]/[C:3](/[C:6]([O:8][CH2:9][CH3:10])=[O:7])=[N:4]\[H].CN(C(ON1N=NC2C=CC=NC1=2)=[N+](C)C)C.F[P-](F)(F)(F)(F)F.CCN(C(C)C)C(C)C.[C:44]([O:48][C:49]([NH:51][C:52]([CH3:57])([CH3:56])[C:53](O)=[O:54])=[O:50])([CH3:47])([CH3:46])[CH3:45], predict the reaction product. The product is: [C:44]([O:48][C:49]([NH:51][C:52]([CH3:57])([CH3:56])[C:53]([NH:4]/[C:3](=[N:2]/[OH:1])/[C:6]([O:8][CH2:9][CH3:10])=[O:7])=[O:54])=[O:50])([CH3:47])([CH3:46])[CH3:45]. (3) Given the reactants [CH:1]1([CH2:4][N:5]2[CH2:27][C@@H:26]([CH:28](C(C)(C)C(C)C)[O:29][SiH](C)C)[N:8]3[C:9]4[CH:10]=[CH:11][C:12]([O:16][CH:17]5[CH2:22][CH2:21][N:20]([CH:23]([CH3:25])[CH3:24])[CH2:19][CH2:18]5)=[CH:13][C:14]=4[CH:15]=[C:7]3[C:6]2=[O:39])[CH2:3][CH2:2]1.[F-].C([N+](CCCC)(CCCC)CCCC)CCC, predict the reaction product. The product is: [CH:1]1([CH2:4][N:5]2[CH2:27][C@@H:26]([CH2:28][OH:29])[N:8]3[C:9]4[CH:10]=[CH:11][C:12]([O:16][CH:17]5[CH2:18][CH2:19][N:20]([CH:23]([CH3:25])[CH3:24])[CH2:21][CH2:22]5)=[CH:13][C:14]=4[CH:15]=[C:7]3[C:6]2=[O:39])[CH2:3][CH2:2]1. (4) Given the reactants [NH2:1][C:2]1[C:3]([F:36])=[C:4]([C:9]2[N:10]=[C:11]([CH:33]3[CH2:35][CH2:34]3)[N:12](COCC[Si](C)(C)C)[C:13]=2[C:14]2[CH:19]=[CH:18][N:17]=[C:16]([NH:20][CH2:21][CH2:22][C:23]#[N:24])[N:15]=2)[CH:5]=[C:6]([Cl:8])[CH:7]=1.Cl, predict the reaction product. The product is: [NH2:1][C:2]1[C:3]([F:36])=[C:4]([C:9]2[N:10]=[C:11]([CH:33]3[CH2:35][CH2:34]3)[NH:12][C:13]=2[C:14]2[CH:19]=[CH:18][N:17]=[C:16]([NH:20][CH2:21][CH2:22][C:23]#[N:24])[N:15]=2)[CH:5]=[C:6]([Cl:8])[CH:7]=1. (5) Given the reactants [Br:1][C:2]1[CH:14]=[CH:13][C:12]2[C:11]3[C:6](=[CH:7][CH:8]=[CH:9][CH:10]=3)[C:5]([C:16]3[CH:21]=[CH:20][CH:19]=[CH:18][C:17]=3[C:22]3[CH:27]=[CH:26][CH:25]=[CH:24][CH:23]=3)(O)[C:4]=2[CH:3]=1.Cl, predict the reaction product. The product is: [Br:1][C:2]1[CH:14]=[CH:13][C:12]2[C:11]3[C:6](=[CH:7][CH:8]=[CH:9][CH:10]=3)[C:5]3([C:23]4[CH:24]=[CH:25][CH:26]=[CH:27][C:22]=4[C:17]4[C:16]3=[CH:21][CH:20]=[CH:19][CH:18]=4)[C:4]=2[CH:3]=1. (6) Given the reactants [CH3:1][N:2]1[C:6]([NH:7][CH2:8][C:9]([CH3:12])([CH3:11])[CH3:10])=[C:5]([N:13]=O)[C:4]([CH3:15])=[N:3]1.[K+].[Br-], predict the reaction product. The product is: [CH3:10][C:9]([CH3:12])([CH3:11])[CH2:8][NH:7][C:6]1[N:2]([CH3:1])[N:3]=[C:4]([CH3:15])[C:5]=1[NH2:13]. (7) Given the reactants [CH3:1][C:2]([CH3:34])([CH3:33])[CH2:3][CH:4]1[CH2:7][CH:6]([C:8]2[O:12][N:11]=[C:10]([C@H:13]3[CH2:17][N:16]([C:18]([O:20][C:21]([CH3:24])([CH3:23])[CH3:22])=[O:19])[CH2:15][C@@H:14]3[C:25]([O:27][C:28]([CH3:31])([CH3:30])[CH3:29])=[O:26])[C:9]=2I)[CH2:5]1.[CH:35]1(B2OC(C)(C)C(C)(C)O2)[CH2:37][CH2:36]1.P([O-])([O-])([O-])=O.[K+].[K+].[K+], predict the reaction product. The product is: [CH:35]1([C:9]2[C:10]([C@H:13]3[CH2:17][N:16]([C:18]([O:20][C:21]([CH3:24])([CH3:23])[CH3:22])=[O:19])[CH2:15][C@@H:14]3[C:25]([O:27][C:28]([CH3:31])([CH3:30])[CH3:29])=[O:26])=[N:11][O:12][C:8]=2[CH:6]2[CH2:7][CH:4]([CH2:3][C:2]([CH3:34])([CH3:33])[CH3:1])[CH2:5]2)[CH2:37][CH2:36]1.